From a dataset of Full USPTO retrosynthesis dataset with 1.9M reactions from patents (1976-2016). Predict the reactants needed to synthesize the given product. Given the product [CH2:1]([N:5]1[C:9](=[O:10])[C:8]([NH:24][C:23]2[CH:25]=[CH:26][C:27]([N:28]3[CH2:29][CH2:30][O:31][CH2:32][CH2:33]3)=[C:21]([Cl:20])[CH:22]=2)=[C:7]([C:12]2[CH:17]=[CH:16][CH:15]=[CH:14][CH:13]=2)[S:6]1(=[O:19])=[O:18])[CH2:2][CH2:3][CH3:4], predict the reactants needed to synthesize it. The reactants are: [CH2:1]([N:5]1[C:9](=[O:10])[C:8](Cl)=[C:7]([C:12]2[CH:17]=[CH:16][CH:15]=[CH:14][CH:13]=2)[S:6]1(=[O:19])=[O:18])[CH2:2][CH2:3][CH3:4].[Cl:20][C:21]1[CH:22]=[C:23]([CH:25]=[CH:26][C:27]=1[N:28]1[CH2:33][CH2:32][O:31][CH2:30][CH2:29]1)[NH2:24].